This data is from Catalyst prediction with 721,799 reactions and 888 catalyst types from USPTO. The task is: Predict which catalyst facilitates the given reaction. (1) Reactant: [Cl:1][C:2]1[C:9]([C:10]([F:13])([F:12])[F:11])=[CH:8][CH:7]=[CH:6][C:3]=1[CH:4]=[O:5].[CH3:14][Mg]Br.[NH4+].[Cl-]. Product: [Cl:1][C:2]1[C:9]([C:10]([F:11])([F:12])[F:13])=[CH:8][CH:7]=[CH:6][C:3]=1[CH:4]([OH:5])[CH3:14]. The catalyst class is: 1. (2) Reactant: [NH:1]1[CH:5]=[CH:4][C:3]([C:6]([OH:8])=[O:7])=[N:2]1.[CH3:9]O. Product: [NH:1]1[CH:5]=[CH:4][C:3]([C:6]([O:8][CH3:9])=[O:7])=[N:2]1. The catalyst class is: 65. (3) Reactant: C[O:2][C:3](=[O:27])[C:4]1[CH:9]=[CH:8][C:7]([NH:10][C:11](=[O:26])[CH:12]([C:19]2[CH:24]=[CH:23][CH:22]=[C:21]([Cl:25])[CH:20]=2)[CH2:13][CH:14]2[CH2:18][CH2:17][CH2:16][CH2:15]2)=[N:6][CH:5]=1.[OH-].[Na+]. Product: [Cl:25][C:21]1[CH:20]=[C:19]([CH:12]([CH2:13][CH:14]2[CH2:15][CH2:16][CH2:17][CH2:18]2)[C:11]([NH:10][C:7]2[CH:8]=[CH:9][C:4]([C:3]([OH:27])=[O:2])=[CH:5][N:6]=2)=[O:26])[CH:24]=[CH:23][CH:22]=1. The catalyst class is: 670.